Dataset: Catalyst prediction with 721,799 reactions and 888 catalyst types from USPTO. Task: Predict which catalyst facilitates the given reaction. (1) The catalyst class is: 16. Reactant: [Cl-].O[NH3+:3].[C:4](=[O:7])([O-])[OH:5].[Na+].[CH:9]([O:12][C:13]1[CH:18]=[CH:17][C:16]([N:19]2[C:24](=[O:25])[C:23]([CH2:26][C:27]3[CH:32]=[CH:31][C:30]([C:33]4[C:34]([C:39]#[N:40])=[CH:35][CH:36]=[CH:37][CH:38]=4)=[CH:29][CH:28]=3)=[C:22]([CH2:41][CH2:42][CH3:43])[N:21]=[C:20]2[CH3:44])=[CH:15][CH:14]=1)([CH3:11])[CH3:10].O. Product: [CH:9]([O:12][C:13]1[CH:14]=[CH:15][C:16]([N:19]2[C:24](=[O:25])[C:23]([CH2:26][C:27]3[CH:32]=[CH:31][C:30]([C:33]4[CH:38]=[CH:37][CH:36]=[CH:35][C:34]=4[C:39]4[NH:3][C:4](=[O:7])[O:5][N:40]=4)=[CH:29][CH:28]=3)=[C:22]([CH2:41][CH2:42][CH3:43])[N:21]=[C:20]2[CH3:44])=[CH:17][CH:18]=1)([CH3:11])[CH3:10]. (2) Reactant: [CH3:1][C:2]1[CH:7]=[C:6]([C:8]([OH:10])=O)[CH:5]=[CH:4][C:3]=1[C:11]1[CH:16]=[CH:15][CH:14]=[CH:13][CH:12]=1.CC[N:19]=C=NCCCN(C)C.Cl.C1C=CC2N(O)N=NC=2C=1.[C:39]([N:46](O)[C:47](=N)[C:48]1[CH:53]=[CH:52][C:51]([CH2:54][NH2:55])=[CH:50][CH:49]=1)([O:41][C:42]([CH3:45])([CH3:44])[CH3:43])=[O:40]. The catalyst class is: 3. Product: [C:42]([O:41][C:39](=[O:40])[NH:46][CH2:47][C:48]1[CH:53]=[CH:52][C:51]([C:54]2[N:55]=[C:8]([C:6]3[CH:5]=[CH:4][C:3]([C:11]4[CH:16]=[CH:15][CH:14]=[CH:13][CH:12]=4)=[C:2]([CH3:1])[CH:7]=3)[O:10][N:19]=2)=[CH:50][CH:49]=1)([CH3:45])([CH3:44])[CH3:43]. (3) Reactant: [C:1]([C:5]1[CH:10]=[CH:9][C:8]([NH:11][C:12](=[O:29])[C:13]2[CH:18]=[CH:17][CH:16]=[N:15][C:14]=2[NH:19][C:20]2[CH:28]=[C:27]3[C:23]([CH:24]=[N:25][NH:26]3)=[CH:22][CH:21]=2)=[CH:7][C:6]=1[N+:30]([O-])=O)([CH3:4])([CH3:3])[CH3:2]. Product: [NH2:30][C:6]1[CH:7]=[C:8]([NH:11][C:12](=[O:29])[C:13]2[CH:18]=[CH:17][CH:16]=[N:15][C:14]=2[NH:19][C:20]2[CH:28]=[C:27]3[C:23]([CH:24]=[N:25][NH:26]3)=[CH:22][CH:21]=2)[CH:9]=[CH:10][C:5]=1[C:1]([CH3:4])([CH3:3])[CH3:2]. The catalyst class is: 14. (4) Reactant: [CH3:1][C:2]1([CH3:30])[O:7][C:6]2[CH:8]=[CH:9][C:10]([C@H:12]3[O:16][C:15](=[O:17])[N:14]([CH2:18][CH2:19][C:20]4[CH:25]=[CH:24][C:23]([O:26][CH2:27][CH2:28][OH:29])=[CH:22][CH:21]=4)[CH2:13]3)=[CH:11][C:5]=2[CH2:4][O:3]1.C(N(C(C)C)CC)(C)C.[CH3:40][S:41](Cl)(=[O:43])=[O:42].C([O-])(O)=O.[Na+]. Product: [CH3:40][S:41]([O:29][CH2:28][CH2:27][O:26][C:23]1[CH:22]=[CH:21][C:20]([CH2:19][CH2:18][N:14]2[CH2:13][C@@H:12]([C:10]3[CH:9]=[CH:8][C:6]4[O:7][C:2]([CH3:30])([CH3:1])[O:3][CH2:4][C:5]=4[CH:11]=3)[O:16][C:15]2=[O:17])=[CH:25][CH:24]=1)(=[O:43])=[O:42]. The catalyst class is: 2. (5) Reactant: [Cl:1][C:2]1[CH:3]=[CH:4][C:5]([C:8]2[CH2:9][CH2:10][C:11](=[O:14])[NH:12][N:13]=2)=[N:6][CH:7]=1.[H-].[Na+].[C:17](Cl)#[C:18][CH2:19][CH2:20][CH3:21].O. Product: [Cl:1][C:2]1[CH:3]=[CH:4][C:5]([C:8]2[CH2:9][CH2:10][C:11](=[O:14])[N:12]([CH2:17][C:18]#[C:19][CH2:20][CH3:21])[N:13]=2)=[N:6][CH:7]=1. The catalyst class is: 3.